From a dataset of Full USPTO retrosynthesis dataset with 1.9M reactions from patents (1976-2016). Predict the reactants needed to synthesize the given product. (1) Given the product [F:22][C:19]1[CH:20]=[CH:21][C:16]2[CH2:15][O:14][C:11]3([CH2:10][CH2:9][NH:8][CH2:13][CH2:12]3)[C:17]=2[CH:18]=1, predict the reactants needed to synthesize it. The reactants are: C([N:8]1[CH2:13][CH2:12][C:11]2([C:17]3[CH:18]=[C:19]([F:22])[CH:20]=[CH:21][C:16]=3[CH2:15][O:14]2)[CH2:10][CH2:9]1)C1C=CC=CC=1. (2) Given the product [CH3:24][C:11]1([N:8]2[CH2:7][CH2:6][C:5](=[O:4])[CH2:10][CH2:9]2)[CH2:12][CH2:13][N:14]([C:17]([O:19][C:20]([CH3:21])([CH3:22])[CH3:23])=[O:18])[CH2:15][CH2:16]1, predict the reactants needed to synthesize it. The reactants are: O1[C:5]2([CH2:10][CH2:9][N:8]([C:11]3([CH3:24])[CH2:16][CH2:15][N:14]([C:17]([O:19][C:20]([CH3:23])([CH3:22])[CH3:21])=[O:18])[CH2:13][CH2:12]3)[CH2:7][CH2:6]2)[O:4]CC1.Cl.[OH-].[Na+].CC(OC(OC(OC(C)(C)C)=O)=O)(C)C. (3) The reactants are: N#N.[Li+].[Br-].[C:5]([O:9][C:10]([N:12]1[CH2:17][C@H:16]([CH2:18][OH:19])[N:15]([CH2:20][C:21]([N:23]2[C:31]3[C:26](=[CH:27][CH:28]=[C:29](Cl)[CH:30]=3)[C:25]([CH3:34])([CH3:33])[CH2:24]2)=[O:22])[CH2:14][C@H:13]1[CH3:35])=[O:11])([CH3:8])([CH3:7])[CH3:6].[Br-].[CH2:37]([Zn+])[C:38]1[CH:43]=[CH:42][CH:41]=[CH:40][CH:39]=1. Given the product [C:5]([O:9][C:10]([N:12]1[CH2:17][C@H:16]([CH2:18][OH:19])[N:15]([CH2:20][C:21]([N:23]2[C:31]3[C:26](=[CH:27][CH:28]=[C:29]([CH2:37][C:38]4[CH:43]=[CH:42][CH:41]=[CH:40][CH:39]=4)[CH:30]=3)[C:25]([CH3:34])([CH3:33])[CH2:24]2)=[O:22])[CH2:14][C@H:13]1[CH3:35])=[O:11])([CH3:8])([CH3:7])[CH3:6], predict the reactants needed to synthesize it. (4) Given the product [Cl:24][C:25]1[CH:26]=[C:27]([CH:42]=[C:43]([O:45][C:46]([F:48])([F:47])[F:49])[CH:44]=1)[O:28][CH:29]1[CH2:30][CH2:31][NH:32][CH2:33][CH2:34]1, predict the reactants needed to synthesize it. The reactants are: ClC1C=C(C(C2CCN(C(OC(C)(C)C)=O)CC2)C)C=C(Cl)C=1.[Cl:24][C:25]1[CH:26]=[C:27]([CH:42]=[C:43]([O:45][C:46]([F:49])([F:48])[F:47])[CH:44]=1)[O:28][CH:29]1[CH2:34][CH2:33][N:32](C(OC(C)(C)C)=O)[CH2:31][CH2:30]1. (5) The reactants are: FC(F)(F)C([N:5]1[CH2:14][CH2:13][C:12]2[C:7](=[CH:8][C:9]([N+:15]([O-:17])=[O:16])=[CH:10][CH:11]=2)[CH2:6]1)=O.C(=O)([O-])[O-].[K+].[K+]. Given the product [N+:15]([C:9]1[CH:8]=[C:7]2[C:12]([CH2:13][CH2:14][NH:5][CH2:6]2)=[CH:11][CH:10]=1)([O-:17])=[O:16], predict the reactants needed to synthesize it.